This data is from Full USPTO retrosynthesis dataset with 1.9M reactions from patents (1976-2016). The task is: Predict the reactants needed to synthesize the given product. (1) Given the product [CH2:1]([N:8]1[CH2:12][C@H:31]([C:32]2[CH:33]=[CH:34][CH:35]=[CH:36][CH:37]=2)[C@@H:30]([C:29]([N:24]2[C@@H:23]([C:17]3[CH:18]=[CH:19][CH:20]=[CH:21][CH:22]=3)[CH2:27][O:26][C:25]2=[O:28])=[O:38])[CH2:9]1)[C:2]1[CH:7]=[CH:6][CH:5]=[CH:4][CH:3]=1, predict the reactants needed to synthesize it. The reactants are: [CH2:1]([N:8]([CH2:12][Si](C)(C)C)[CH2:9]OC)[C:2]1[CH:7]=[CH:6][CH:5]=[CH:4][CH:3]=1.[C:17]1([C@H:23]2[CH2:27][O:26][C:25](=[O:28])[N:24]2[C:29](=[O:38])/[CH:30]=[CH:31]/[C:32]2[CH:37]=[CH:36][CH:35]=[CH:34][CH:33]=2)[CH:22]=[CH:21][CH:20]=[CH:19][CH:18]=1.FC(F)(F)C(O)=O.C(=O)(O)[O-].[Na+]. (2) Given the product [NH2:5][C:6]1[CH:11]=[CH:10][C:9]([S:12]([NH:13][C:14]2[CH:15]=[CH:16][C:17]3[CH2:21][O:20][B:19]([OH:22])[C:18]=3[CH:23]=2)(=[O:24])=[O:25])=[C:8]([CH2:26][CH2:27][C:28](=[O:30])[CH3:29])[CH:7]=1, predict the reactants needed to synthesize it. The reactants are: FC(F)(F)C([NH:5][C:6]1[CH:11]=[CH:10][C:9]([S:12](=[O:25])(=[O:24])[NH:13][C:14]2[CH:15]=[CH:16][C:17]3[CH2:21][O:20][B:19]([OH:22])[C:18]=3[CH:23]=2)=[C:8]([CH2:26][CH2:27][C:28](=[O:30])[CH3:29])[CH:7]=1)=O.O[Li].O.Cl.